Dataset: Reaction yield outcomes from USPTO patents with 853,638 reactions. Task: Predict the reaction yield, written as a fraction of the theoretical maximum amount of product (1.0 means a 100% yield; for example, 0.34 means a 34% yield). (1) The reactants are [CH3:1][O:2][C:3]([C:5]1[O:6][C:7]([C:9]2[C:14]([C:15]=1[C:16]1[CH:21]=[CH:20][CH:19]=[CH:18][CH:17]=1)=[CH:13][C:12]([Br:22])=[CH:11][CH:10]=2)=O)=[O:4].[CH3:23][O:24][C:25](=[O:36])[CH2:26][CH2:27][C:28]1[CH:33]=[CH:32][C:31]([CH2:34][NH2:35])=[CH:30][CH:29]=1. The catalyst is CO. The product is [CH3:1][O:2][C:3]([C:5]1[N:35]([CH2:34][C:31]2[CH:32]=[CH:33][C:28]([CH2:27][CH2:26][C:25]([O:24][CH3:23])=[O:36])=[CH:29][CH:30]=2)[C:7](=[O:6])[C:9]2[C:14]([C:15]=1[C:16]1[CH:21]=[CH:20][CH:19]=[CH:18][CH:17]=1)=[CH:13][C:12]([Br:22])=[CH:11][CH:10]=2)=[O:4]. The yield is 0.800. (2) The reactants are [CH:1]([C:3]1[CH:4]=[CH:5][C:6]([N+:25]([O-])=O)=[C:7]([NH:9][CH:10]2[CH2:15][CH2:14][N:13]([C@H:16]3[CH2:21][CH2:20][C@H:19]([O:22][CH2:23][CH3:24])[CH2:18][CH2:17]3)[CH2:12][CH2:11]2)[CH:8]=1)=[CH2:2].C([O-])=O.[NH4+]. The catalyst is CO.[Pd]. The product is [CH2:1]([C:3]1[CH:8]=[C:7]([NH:9][CH:10]2[CH2:15][CH2:14][N:13]([C@H:16]3[CH2:21][CH2:20][C@H:19]([O:22][CH2:23][CH3:24])[CH2:18][CH2:17]3)[CH2:12][CH2:11]2)[C:6]([NH2:25])=[CH:5][CH:4]=1)[CH3:2]. The yield is 0.860. (3) The yield is 0.510. The catalyst is C(O)C. The reactants are Cl.[Cl:2][C:3]1[S:7][C:6]([C:8]([NH2:10])=[NH:9])=[CH:5][CH:4]=1.[CH2:11]([CH:13]([C:19](=O)[CH3:20])[C:14](OCC)=[O:15])[CH3:12].C[O-].[Na+]. The product is [Cl:2][C:3]1[S:7][C:6]([C:8]2[NH:10][C:14](=[O:15])[C:13]([CH2:19][CH3:20])=[C:11]([CH3:12])[N:9]=2)=[CH:5][CH:4]=1. (4) The reactants are C([N:8]1[CH2:13][CH2:12][C:11]2([C:17]3[CH:18]=[CH:19][CH:20]=[CH:21][C:16]=3[CH2:15][O:14]2)[CH2:10][CH2:9]1)C1C=CC=CC=1. The catalyst is CCO.[Ni]. The product is [NH:8]1[CH2:13][CH2:12][C:11]2([C:17]3[CH:18]=[CH:19][CH:20]=[CH:21][C:16]=3[CH2:15][O:14]2)[CH2:10][CH2:9]1. The yield is 0.800. (5) The reactants are [CH3:1][C:2]1([CH3:31])[CH2:7][CH2:6][C:5](=[C:8]([C:24]2[CH:29]=[CH:28][C:27]([OH:30])=[CH:26][CH:25]=2)[C:9]2[CH:14]=[CH:13][C:12](/[CH:15]=[CH:16]/[C:17]([O:19]C(C)(C)C)=[O:18])=[CH:11][CH:10]=2)[CH2:4][CH2:3]1.FC(F)(F)C(O)=O. The catalyst is C(Cl)Cl. The product is [CH3:1][C:2]1([CH3:31])[CH2:7][CH2:6][C:5](=[C:8]([C:24]2[CH:29]=[CH:28][C:27]([OH:30])=[CH:26][CH:25]=2)[C:9]2[CH:14]=[CH:13][C:12](/[CH:15]=[CH:16]/[C:17]([OH:19])=[O:18])=[CH:11][CH:10]=2)[CH2:4][CH2:3]1. The yield is 0.820. (6) The reactants are [C:1]([O:8][CH2:9][CH3:10])(=[O:7])[C:2]([O:4]CC)=O.[CH3:11][C:12]1[CH:13]=[C:14]([Mg]Br)[CH:15]=[CH:16][CH:17]=1.Cl.C(OCC)(=O)C. The catalyst is C1COCC1. The product is [CH3:11][C:12]1[CH:17]=[C:16]([CH:15]=[CH:14][CH:13]=1)[C:2]([C:1]([O:8][CH2:9][CH3:10])=[O:7])=[O:4]. The yield is 0.490. (7) The reactants are [NH2:1][C:2]1[S:6][C:5]([S:7][C:8]2[C:17]3[C:12](=[CH:13][C:14]([O:21][CH3:22])=[C:15]([C:18]([NH2:20])=[O:19])[CH:16]=3)[N:11]=[CH:10][CH:9]=2)=[CH:4][CH:3]=1.C1([O:29][C:30](=O)[NH:31][C:32]2[S:33][CH:34]=[CH:35][N:36]=2)C=CC=CC=1.C(OCC)(=O)C.O. The catalyst is CS(C)=O.CO. The product is [CH3:22][O:21][C:14]1[CH:13]=[C:12]2[C:17]([C:8]([S:7][C:5]3[S:6][C:2]([NH:1][C:30]([NH:31][C:32]4[S:33][CH:34]=[CH:35][N:36]=4)=[O:29])=[CH:3][CH:4]=3)=[CH:9][CH:10]=[N:11]2)=[CH:16][C:15]=1[C:18]([NH2:20])=[O:19]. The yield is 0.380. (8) The reactants are [F:1][C:2]1[CH:10]=[C:9]([C:11]#[N:12])[CH:8]=[CH:7][C:3]=1[C:4]([OH:6])=O.[NH2:13][C:14]1[CH:19]=[CH:18][C:17]([Cl:20])=[CH:16][C:15]=1[C:21]([NH:23][C:24]1[CH:29]=[CH:28][C:27]([Cl:30])=[CH:26][N:25]=1)=[O:22].N1C=CC=CC=1. The catalyst is S(Cl)(Cl)=O.ClCCl. The product is [Cl:20][C:17]1[CH:18]=[CH:19][C:14]([NH:13][C:4]([C:3]2[CH:7]=[CH:8][C:9]([C:11]#[N:12])=[CH:10][C:2]=2[F:1])=[O:6])=[C:15]([C:21](=[O:22])[NH:23][C:24]2[CH:29]=[CH:28][C:27]([Cl:30])=[CH:26][N:25]=2)[CH:16]=1. The yield is 0.780.